Dataset: Full USPTO retrosynthesis dataset with 1.9M reactions from patents (1976-2016). Task: Predict the reactants needed to synthesize the given product. Given the product [CH3:8][C:4]1[CH:3]=[C:2]([C:9]#[N:10])[CH:7]=[CH:6][N:5]=1, predict the reactants needed to synthesize it. The reactants are: Cl[C:2]1[CH:7]=[CH:6][N:5]=[C:4]([CH3:8])[CH:3]=1.[CH3:9][N:10](C)CCN(C)C.[C-]#N.[K+].